This data is from Forward reaction prediction with 1.9M reactions from USPTO patents (1976-2016). The task is: Predict the product of the given reaction. (1) The product is: [Si:33]([O:1][C:2]1[CH2:7][CH2:6][N:5]([C:8]([O:10][CH2:11][C:12]2[CH:17]=[CH:16][CH:15]=[CH:14][CH:13]=2)=[O:9])[CH2:4][CH:3]=1)([C:36]([CH3:39])([CH3:38])[CH3:37])([CH3:35])[CH3:34]. Given the reactants [O:1]=[C:2]1[CH2:7][CH2:6][N:5]([C:8]([O:10][CH2:11][C:12]2[CH:17]=[CH:16][CH:15]=[CH:14][CH:13]=2)=[O:9])[CH2:4][CH2:3]1.CCN(C(C)C)C(C)C.FC(F)(F)S(O[Si:33]([C:36]([CH3:39])([CH3:38])[CH3:37])([CH3:35])[CH3:34])(=O)=O, predict the reaction product. (2) Given the reactants Br[C:2]1[CH:3]=[C:4]([CH:8]2[C:17]([CH3:19])([CH3:18])[CH2:16][C:15]3[C:10](=[CH:11][CH:12]=[C:13]([C:20]([OH:22])=[O:21])[CH:14]=3)[NH:9]2)[CH:5]=[CH:6][CH:7]=1.[NH:23]1[CH2:27][CH2:26][NH:25][C:24]1=[O:28].Cl.CN(C)CC(O)=O.C(=O)([O-])[O-].[K+].[K+], predict the reaction product. The product is: [CH3:18][C:17]1([CH3:19])[CH2:16][C:15]2[C:10](=[CH:11][CH:12]=[C:13]([C:20]([OH:22])=[O:21])[CH:14]=2)[NH:9][CH:8]1[C:4]1[CH:5]=[CH:6][CH:7]=[C:2]([N:23]2[CH2:27][CH2:26][NH:25][C:24]2=[O:28])[CH:3]=1. (3) The product is: [Br:1][C:2]1[C:3]([O:12][CH3:13])=[CH:4][C:5]([Cl:11])=[C:6]([C:7]([C:25]2[CH:26]=[CH:27][C:22]([O:28][CH2:29][CH3:30])=[CH:23][CH:24]=2)=[O:9])[CH:10]=1. Given the reactants [Br:1][C:2]1[C:3]([O:12][CH3:13])=[CH:4][C:5]([Cl:11])=[C:6]([CH:10]=1)[C:7]([OH:9])=O.S(Cl)(Cl)=O.[Cl-].[Al+3].[Cl-].[Cl-].[C:22]1([O:28][CH2:29][CH3:30])[CH:27]=[CH:26][CH:25]=[CH:24][CH:23]=1, predict the reaction product. (4) The product is: [CH3:2][C:1]1[O:3][N:18]=[C:9]2[CH2:8][CH2:7][NH:6][CH2:5][C:4]=12. Given the reactants [C:1]([CH:4]1[C:9](=O)[CH2:8][CH2:7][N:6](C(OC(C)(C)C)=O)[CH2:5]1)(=[O:3])[CH3:2].[NH2:18]O.Cl.O, predict the reaction product. (5) Given the reactants [NH:1]1[C:9]2[CH2:8][CH2:7][C@H:6]([NH2:10])[CH2:5][C:4]=2[CH:3]=[N:2]1.[Cl:11][C:12]1[CH:13]=[C:14]([C:27]2[CH:32]=[CH:31][C:30]([F:33])=[CH:29][CH:28]=2)[CH:15]=[C:16]([Cl:26])[C:17]=1[CH2:18][C@@H:19]1[CH2:23][CH:22](O)[O:21][C:20]1=[O:25].C(O[BH-](OC(=O)C)OC(=O)C)(=O)C.[Na+].O, predict the reaction product. The product is: [Cl:11][C:12]1[CH:13]=[C:14]([C:27]2[CH:28]=[CH:29][C:30]([F:33])=[CH:31][CH:32]=2)[CH:15]=[C:16]([Cl:26])[C:17]=1[CH2:18][C@H:19]([CH2:23][CH2:22][NH:10][C@H:6]1[CH2:7][CH2:8][C:9]2[NH:1][N:2]=[CH:3][C:4]=2[CH2:5]1)[C:20]([OH:25])=[O:21]. (6) Given the reactants [CH3:1][C:2]1[N:7]=[C:6]([S:8][CH2:9][C:10]2[N:11]=[C:12]([CH3:15])[S:13][CH:14]=2)[N:5]=[C:4]([OH:16])[CH:3]=1.[ClH:17].O1CCOCC1, predict the reaction product. The product is: [ClH:17].[CH3:1][C:2]1[N:7]=[C:6]([S:8][CH2:9][C:10]2[N:11]=[C:12]([CH3:15])[S:13][CH:14]=2)[N:5]=[C:4]([OH:16])[CH:3]=1. (7) The product is: [C:25]([O:29][C:30]([N:32]1[CH2:37][CH2:36][CH:35]([NH:38][C:22]([C:19]2[C:15]3[N:16]=[CH:17][N:18]=[C:13]([C:5]4[C:6]5[O:10][CH2:9][O:8][C:7]=5[CH:11]=[CH:12][C:4]=4[O:3][CH2:1][CH3:2])[C:14]=3[NH:21][CH:20]=2)=[O:23])[CH2:34][CH2:33]1)=[O:31])([CH3:28])([CH3:26])[CH3:27]. Given the reactants [CH2:1]([O:3][C:4]1[CH:12]=[CH:11][C:7]2[O:8][CH2:9][O:10][C:6]=2[C:5]=1[C:13]1[C:14]2[NH:21][CH:20]=[C:19]([C:22](O)=[O:23])[C:15]=2[N:16]=[CH:17][N:18]=1)[CH3:2].[C:25]([O:29][C:30]([N:32]1[CH2:37][CH2:36][CH:35]([NH2:38])[CH2:34][CH2:33]1)=[O:31])([CH3:28])([CH3:27])[CH3:26], predict the reaction product. (8) Given the reactants [C:1]([O:4][C@@H:5]1[C@@H:10]([O:11][C:12](=[O:14])[CH3:13])[C@H:9]([O:15][C:16](=[O:18])[CH3:17])[CH2:8][S:7][CH:6]1Br)(=[O:3])[CH3:2].[CH3:20][C:21]1[N:22]=[C:23]2[CH:28]=[C:27]([OH:29])[CH:26]=[CH:25][N:24]2[CH:30]=1, predict the reaction product. The product is: [C:1]([O:4][C@@H:5]1[C@@H:10]([O:11][C:12](=[O:14])[CH3:13])[C@H:9]([O:15][C:16](=[O:18])[CH3:17])[CH2:8][S:7][C@H:6]1[O:29][C:27]1[CH:26]=[CH:25][N:24]2[CH:30]=[C:21]([CH3:20])[N:22]=[C:23]2[CH:28]=1)(=[O:3])[CH3:2].